From a dataset of Acute oral toxicity (LD50) regression data from Zhu et al.. Regression/Classification. Given a drug SMILES string, predict its toxicity properties. Task type varies by dataset: regression for continuous values (e.g., LD50, hERG inhibition percentage) or binary classification for toxic/non-toxic outcomes (e.g., AMES mutagenicity, cardiotoxicity, hepatotoxicity). Dataset: ld50_zhu. (1) The compound is CCCCCC(O)C=CC1C(O)CC(=O)C1CC=CCCCC(=O)O. The rat oral LD50 is 2.85, given as -log10 of the dose in mol/kg body weight (higher means more acutely toxic). (2) The molecule is CCC(C(=O)O)c1ccc(CC(C)C)cc1. The rat oral LD50 is 2.14, given as -log10 of the dose in mol/kg body weight (higher means more acutely toxic). (3) The drug is CNC(=N)NC(=O)Nc1c(C)cccc1C. The rat oral LD50 is 3.08, given as -log10 of the dose in mol/kg body weight (higher means more acutely toxic). (4) The molecule is CCOC(=O)C1=CNC2CCCC(C)N2C1=O. The rat oral LD50 is 1.98, given as -log10 of the dose in mol/kg body weight (higher means more acutely toxic). (5) The drug is CC(O)CO. The rat oral LD50 is 0.580, given as -log10 of the dose in mol/kg body weight (higher means more acutely toxic). (6) The drug is CCC(C)c1cc([N+](=O)[O-])cc([N+](=O)[O-])c1OC(=O)SC. The rat oral LD50 is 3.20, given as -log10 of the dose in mol/kg body weight (higher means more acutely toxic).